Dataset: Reaction yield outcomes from USPTO patents with 853,638 reactions. Task: Predict the reaction yield, written as a fraction of the theoretical maximum amount of product (1.0 means a 100% yield; for example, 0.34 means a 34% yield). (1) The reactants are [N:1]1[CH:6]=[CH:5][CH:4]=[CH:3][C:2]=1[C:7]1[O:11][CH:10]=[N:9][CH:8]=1.[O:12]([C:19]1[CH:24]=[CH:23][C:22]([CH2:25][CH2:26][C:27](O)=[O:28])=[CH:21][CH:20]=1)[C:13]1[CH:18]=[CH:17][CH:16]=[CH:15][CH:14]=1. No catalyst specified. The product is [O:28]=[C:27]([C:10]1[O:11][C:7]([C:2]2[CH:3]=[CH:4][CH:5]=[CH:6][N:1]=2)=[CH:8][N:9]=1)[CH2:26][CH2:25][C:22]1[CH:23]=[CH:24][C:19]([O:12][C:13]2[CH:18]=[CH:17][CH:16]=[CH:15][CH:14]=2)=[CH:20][CH:21]=1. The yield is 0.370. (2) The reactants are [CH3:1][O:2][C:3]1[CH:12]=[C:11]2[C:6]([C:7]([O:13][C:14]3[C:15]([CH3:24])=[N:16][C:17]4[C:22]([CH:23]=3)=[CH:21][CH:20]=[CH:19][CH:18]=4)=[CH:8][CH:9]=[N:10]2)=[CH:5][C:4]=1[O:25][CH2:26][CH:27]1[CH2:29][O:28]1.FC(F)(F)C(O)=[O:33].[OH-].[Na+]. The catalyst is ClCCl. The product is [CH3:1][O:2][C:3]1[CH:12]=[C:11]2[C:6]([C:7]([O:13][C:14]3[C:15]([CH3:24])=[N:16][C:17]4[C:22]([CH:23]=3)=[CH:21][CH:20]=[CH:19][CH:18]=4)=[CH:8][CH:9]=[N:10]2)=[CH:5][C:4]=1[O:25][CH2:26][CH:27]([OH:33])[CH2:29][OH:28]. The yield is 0.290.